Dataset: Forward reaction prediction with 1.9M reactions from USPTO patents (1976-2016). Task: Predict the product of the given reaction. (1) Given the reactants CCN(C(C)C)C(C)C.C(OC(=O)[CH:14]([C:20]1[C:25]([C:26]#[N:27])=[CH:24][CH:23]=[C:22](F)[C:21]=1[F:29])[C:15]([O:17][CH2:18][CH3:19])=[O:16])C.CS(C)=O.[Cl:35][C:36]1[CH:37]=[C:38]([C:42]([F:46])([F:45])[CH2:43][NH2:44])[CH:39]=[CH:40][CH:41]=1, predict the reaction product. The product is: [CH2:18]([O:17][C:15](=[O:16])[CH2:14][C:20]1[C:25]([C:26]#[N:27])=[CH:24][CH:23]=[C:22]([NH:44][CH2:43][C:42]([C:38]2[CH:39]=[CH:40][CH:41]=[C:36]([Cl:35])[CH:37]=2)([F:45])[F:46])[C:21]=1[F:29])[CH3:19]. (2) Given the reactants [Cl:1][C:2]1[N:6]([CH3:7])[C:5]([CH2:8][N:9]2[C:17]3[C:12](=[CH:13][CH:14]=[CH:15][CH:16]=3)[C:11]3([C:29]4[C:20](=[CH:21][C:22]5[O:27][CH2:26][CH2:25][O:24][C:23]=5[CH:28]=4)[O:19][CH2:18]3)[C:10]2=[O:30])=[N:4][CH:3]=1.CN1C2C=C3C4(C5C(=CC=CC=5)N(CC5OC(C(F)(F)F)=CC=5)C4=O)COC3=CC=2OCC1, predict the reaction product. The product is: [ClH:1].[Cl:1][C:2]1[N:6]([CH3:7])[C:5]([CH2:8][N:9]2[C:17]3[C:12](=[CH:13][CH:14]=[CH:15][CH:16]=3)[C:11]3([C:29]4[C:20](=[CH:21][C:22]5[O:27][CH2:26][CH2:25][O:24][C:23]=5[CH:28]=4)[O:19][CH2:18]3)[C:10]2=[O:30])=[N:4][CH:3]=1. (3) Given the reactants Cl[C:2]1[CH:11]=[CH:10][C:9]2[C:4](=[CH:5][CH:6]=[C:7]([CH2:12][O:13][C:14]3[CH:19]=[C:18]([C:20]4([O:26][CH3:27])[CH2:25][CH2:24][O:23][CH2:22][CH2:21]4)[CH:17]=[C:16]([F:28])[CH:15]=3)[CH:8]=2)[N:3]=1.[N-:29]=[N+:30]=[N-:31].[Na+], predict the reaction product. The product is: [F:28][C:16]1[CH:15]=[C:14]([CH:19]=[C:18]([C:20]2([O:26][CH3:27])[CH2:21][CH2:22][O:23][CH2:24][CH2:25]2)[CH:17]=1)[O:13][CH2:12][C:7]1[CH:8]=[C:9]2[C:4](=[CH:5][CH:6]=1)[N:3]1[N:29]=[N:30][N:31]=[C:2]1[CH:11]=[CH:10]2. (4) Given the reactants [Br:1][C:2]1[C:3]2[N:4]([C:9]([C:19]3[CH:24]=[CH:23][N:22]=[C:21](S(C)(=O)=O)[N:20]=3)=[C:10]([C:12]3[CH:17]=[CH:16][CH:15]=[C:14]([CH3:18])[N:13]=3)[N:11]=2)[CH:5]=[C:6]([CH3:8])[CH:7]=1.O.[O:30]1CCOCC1, predict the reaction product. The product is: [Br:1][C:2]1[C:3]2[N:4]([C:9]([C:19]3[CH:24]=[CH:23][N:22]=[C:21]([OH:30])[N:20]=3)=[C:10]([C:12]3[CH:17]=[CH:16][CH:15]=[C:14]([CH3:18])[N:13]=3)[N:11]=2)[CH:5]=[C:6]([CH3:8])[CH:7]=1. (5) Given the reactants [F:1][C:2]1[CH:3]=[CH:4][C:5]([O:9][CH3:10])=[C:6]([SH:8])[CH:7]=1.[CH3:11][S:12]([C:15]1[CH:20]=[CH:19][C:18](F)=[C:17]([Cl:22])[CH:16]=1)(=[O:14])=[O:13], predict the reaction product. The product is: [CH3:11][S:12]([C:15]1[CH:20]=[CH:19][C:18]([S:8][C:6]2[CH:7]=[C:2]([F:1])[CH:3]=[CH:4][C:5]=2[O:9][CH3:10])=[C:17]([Cl:22])[CH:16]=1)(=[O:14])=[O:13]. (6) The product is: [O:6]1[CH2:1][CH2:19][C:18]#[C:17][CH2:16][CH2:15][O:14][C:12](=[O:13])[CH2:11][CH2:10][CH2:9][CH2:8][C:7]1=[O:20]. Given the reactants [CH2:1]([O:6][C:7](=[O:20])[CH2:8][CH2:9][CH2:10][CH2:11][C:12]([O:14][CH2:15][CH2:16][C:17]#[C:18][CH3:19])=[O:13])CC#CC.O(CC)CC, predict the reaction product. (7) Given the reactants [C:1]([C@@H:4]1[CH2:9][N:8]2[CH2:10][CH2:11][CH2:12][C@H:7]2[CH2:6][N:5]1[C:13]([O:15][C:16]([CH3:19])([CH3:18])[CH3:17])=[O:14])(=O)[NH2:2].COC1C=CC(P2(=S)SP(=S)(C3C=CC(OC)=CC=3)[S:29]2)=CC=1, predict the reaction product. The product is: [C:1]([C@@H:4]1[CH2:9][N:8]2[CH2:10][CH2:11][CH2:12][C@H:7]2[CH2:6][N:5]1[C:13]([O:15][C:16]([CH3:19])([CH3:18])[CH3:17])=[O:14])(=[S:29])[NH2:2].